This data is from Full USPTO retrosynthesis dataset with 1.9M reactions from patents (1976-2016). The task is: Predict the reactants needed to synthesize the given product. Given the product [CH:32]1([C:30]2[C:29]([C:35]([O:37][CH3:38])=[O:36])=[CH:28][N:27]=[C:26]([N:9]3[CH2:8][CH2:7][N:6]4[C:10]5[CH:16]=[C:15]([S:17]([CH3:20])(=[O:19])=[O:18])[C:14]([C:21]([O:23][CH3:24])=[O:22])=[CH:13][C:11]=5[N:12]=[C:5]4[C@H:4]3[CH:1]([CH3:3])[CH3:2])[N:31]=2)[CH2:33][CH2:34]1, predict the reactants needed to synthesize it. The reactants are: [CH:1]([C@H:4]1[NH:9][CH2:8][CH2:7][N:6]2[C:10]3[CH:16]=[C:15]([S:17]([CH3:20])(=[O:19])=[O:18])[C:14]([C:21]([O:23][CH3:24])=[O:22])=[CH:13][C:11]=3[N:12]=[C:5]12)([CH3:3])[CH3:2].Cl[C:26]1[N:31]=[C:30]([CH:32]2[CH2:34][CH2:33]2)[C:29]([C:35]([O:37][CH3:38])=[O:36])=[CH:28][N:27]=1.CCN(C(C)C)C(C)C.